From a dataset of Peptide-MHC class I binding affinity with 185,985 pairs from IEDB/IMGT. Regression. Given a peptide amino acid sequence and an MHC pseudo amino acid sequence, predict their binding affinity value. This is MHC class I binding data. (1) The peptide sequence is WPEIVGAIV. The MHC is HLA-B46:01 with pseudo-sequence HLA-B46:01. The binding affinity (normalized) is 0.0847. (2) The peptide sequence is HESFDLAGLF. The MHC is HLA-B40:02 with pseudo-sequence HLA-B40:02. The binding affinity (normalized) is 0.438. (3) The peptide sequence is FVKDWMDRI. The MHC is HLA-A03:01 with pseudo-sequence HLA-A03:01. The binding affinity (normalized) is 0.0847. (4) The peptide sequence is MTGPLVAGGL. The MHC is HLA-A68:02 with pseudo-sequence HLA-A68:02. The binding affinity (normalized) is 0.716. (5) The peptide sequence is QEGSHLEV. The MHC is Mamu-A11 with pseudo-sequence Mamu-A11. The binding affinity (normalized) is 0.136. (6) The peptide sequence is NTVATLYCV. The MHC is HLA-A02:19 with pseudo-sequence HLA-A02:19. The binding affinity (normalized) is 0.778. (7) The peptide sequence is TTLPVNVAF. The MHC is HLA-B40:01 with pseudo-sequence HLA-B40:01. The binding affinity (normalized) is 0.0847.